This data is from Forward reaction prediction with 1.9M reactions from USPTO patents (1976-2016). The task is: Predict the product of the given reaction. (1) Given the reactants [F:1][C:2]([F:23])([F:22])[C:3]1[CH:8]=[C:7]([C:9]2[CH:10]=[CH:11][C:12]3[N:19]4[CH2:20][C@H:15]([CH2:16][CH2:17][CH2:18]4)[NH:14][C:13]=3[N:21]=2)[CH:6]=[CH:5][N:4]=1.C(N(CC)CC)C.[C:31](=[O:42])(OC(Cl)(Cl)Cl)OC(Cl)(Cl)Cl.[N:43]1[CH:48]=[CH:47][C:46]([NH2:49])=[N:45][CH:44]=1, predict the reaction product. The product is: [N:43]1[CH:48]=[CH:47][C:46]([NH:49][C:31]([N:14]2[C@@H:15]3[CH2:20][N:19]([CH2:18][CH2:17][CH2:16]3)[C:12]3[CH:11]=[CH:10][C:9]([C:7]4[CH:6]=[CH:5][N:4]=[C:3]([C:2]([F:1])([F:22])[F:23])[CH:8]=4)=[N:21][C:13]2=3)=[O:42])=[N:45][CH:44]=1. (2) Given the reactants C1COCC1.[CH3:6][C:7]1[CH:12]=[CH:11][C:10]([Mg]Br)=[CH:9][CH:8]=1.CCOCC.[CH:20](=[O:28])[C:21]1[C:22](=[CH:24][CH:25]=[CH:26][CH:27]=1)[OH:23].C1(C)C=CC=CC=1, predict the reaction product. The product is: [CH3:6][C:7]1[CH:12]=[CH:11][C:10]([CH:20]([OH:28])[C:21]2[CH:27]=[CH:26][CH:25]=[CH:24][C:22]=2[OH:23])=[CH:9][CH:8]=1.